Binary Classification. Given a T-cell receptor sequence (or CDR3 region) and an epitope sequence, predict whether binding occurs between them. From a dataset of TCR-epitope binding with 47,182 pairs between 192 epitopes and 23,139 TCRs. (1) The epitope is YYRRATRRIR. The TCR CDR3 sequence is CASSALAARTDTQYF. Result: 0 (the TCR does not bind to the epitope). (2) The epitope is FVDGVPFVV. The TCR CDR3 sequence is CASSHGPRQTNTGELFF. Result: 1 (the TCR binds to the epitope). (3) The epitope is LLFNKVTLA. The TCR CDR3 sequence is CASSLSTSSRNYGYTF. Result: 0 (the TCR does not bind to the epitope). (4) The epitope is LVLSVNPYV. The TCR CDR3 sequence is CASSKEPLTDYEQYF. Result: 0 (the TCR does not bind to the epitope). (5) The epitope is QYDPVAALF. The TCR CDR3 sequence is CASSNRGWGDTQYF. Result: 0 (the TCR does not bind to the epitope). (6) The epitope is YLQPRTFLL. The TCR CDR3 sequence is CASRDIHQQNTGELFF. Result: 1 (the TCR binds to the epitope). (7) The epitope is ALSKGVHFV. The TCR CDR3 sequence is CASSQAGTSTDTQYF. Result: 1 (the TCR binds to the epitope). (8) The epitope is IPSINVHHY. The TCR CDR3 sequence is CASSPPTAPNEKLFF. Result: 1 (the TCR binds to the epitope). (9) The epitope is FVDGVPFVV. The TCR CDR3 sequence is CASSLVEAEIFYEQYF. Result: 0 (the TCR does not bind to the epitope). (10) The epitope is LPPAYTNSF. The TCR CDR3 sequence is CASSLVDVGDTEAFF. Result: 1 (the TCR binds to the epitope).